This data is from Forward reaction prediction with 1.9M reactions from USPTO patents (1976-2016). The task is: Predict the product of the given reaction. Given the reactants [Cl:1][C:2]1[CH:3]=[C:4]([NH:9][C:10]2[CH:11]=[C:12]3[C:16](=[CH:17][CH:18]=2)[CH2:15][CH:14]([NH:19][C:20]2[CH:29]=[CH:28][C:27]([N+:30]([O-:32])=[O:31])=[CH:26][C:21]=2[C:22]([O:24]C)=[O:23])[CH2:13]3)[CH:5]=[CH:6][C:7]=1[Cl:8].[OH-].[Na+], predict the reaction product. The product is: [Cl:1][C:2]1[CH:3]=[C:4]([NH:9][C:10]2[CH:11]=[C:12]3[C:16](=[CH:17][CH:18]=2)[CH2:15][CH:14]([NH:19][C:20]2[CH:29]=[CH:28][C:27]([N+:30]([O-:32])=[O:31])=[CH:26][C:21]=2[C:22]([OH:24])=[O:23])[CH2:13]3)[CH:5]=[CH:6][C:7]=1[Cl:8].